From a dataset of Retrosynthesis with 50K atom-mapped reactions and 10 reaction types from USPTO. Predict the reactants needed to synthesize the given product. Given the product CCCCCOc1cccc(C(=O)OC)c1, predict the reactants needed to synthesize it. The reactants are: CCCCCBr.COC(=O)c1cccc(O)c1.